Dataset: Catalyst prediction with 721,799 reactions and 888 catalyst types from USPTO. Task: Predict which catalyst facilitates the given reaction. (1) Reactant: O[CH2:2][C:3]([N:5]([CH3:7])[CH3:6])=[O:4].[CH2:8]([O:15][C:16]1[C:21]([CH3:22])=[CH:20][C:19]([CH2:23][C@@H:24]([O:42][C:43]([N:45]2[CH2:50][CH2:49][CH:48]([N:51]3[CH2:57][CH2:56][C:55]4[CH:58]=[CH:59][CH:60]=[CH:61][C:54]=4[NH:53][C:52]3=[O:62])[CH2:47][CH2:46]2)=[O:44])[C:25]([N:27]2[CH2:32][CH2:31][CH:30]([N:33]3[CH2:38][CH2:37][CH:36]([C:39]([OH:41])=[O:40])[CH2:35][CH2:34]3)[CH2:29][CH2:28]2)=[O:26])=[CH:18][C:17]=1[CH3:63])[C:9]1[CH:14]=[CH:13][CH:12]=[CH:11][CH:10]=1.CN(C(ON1N=NC2C=CC=CC1=2)=[N+](C)C)C.[B-](F)(F)(F)F.C(N(CC)CC)C.C([O-])(O)=O.[Na+]. Product: [CH2:8]([O:15][C:16]1[C:21]([CH3:22])=[CH:20][C:19]([CH2:23][C@@H:24]([O:42][C:43]([N:45]2[CH2:46][CH2:47][CH:48]([N:51]3[CH2:57][CH2:56][C:55]4[CH:58]=[CH:59][CH:60]=[CH:61][C:54]=4[NH:53][C:52]3=[O:62])[CH2:49][CH2:50]2)=[O:44])[C:25]([N:27]2[CH2:32][CH2:31][CH:30]([N:33]3[CH2:34][CH2:35][CH:36]([C:39]([O:41][CH2:2][C:3](=[O:4])[N:5]([CH3:7])[CH3:6])=[O:40])[CH2:37][CH2:38]3)[CH2:29][CH2:28]2)=[O:26])=[CH:18][C:17]=1[CH3:63])[C:9]1[CH:10]=[CH:11][CH:12]=[CH:13][CH:14]=1. The catalyst class is: 3. (2) Reactant: [O:1]=[C:2]1[NH:16][C:5]2=[CH:6][C:7]3[CH:8]=[C:9]([C:13]([OH:15])=O)[NH:10][C:11]=3[CH:12]=[C:4]2[O:3]1.[F:17][C:18]1[CH:30]=[CH:29][C:21]([CH2:22][CH:23]2[CH2:28][CH2:27][NH:26][CH2:25][CH2:24]2)=[CH:20][CH:19]=1. Product: [F:17][C:18]1[CH:19]=[CH:20][C:21]([CH2:22][CH:23]2[CH2:24][CH2:25][N:26]([C:13]([C:9]3[NH:10][C:11]4[CH:12]=[C:4]5[O:3][C:2](=[O:1])[NH:16][C:5]5=[CH:6][C:7]=4[CH:8]=3)=[O:15])[CH2:27][CH2:28]2)=[CH:29][CH:30]=1. The catalyst class is: 27. (3) Reactant: [CH3:1][O:2][CH:3]([O:13][CH3:14])[CH2:4][C:5]1[N:12]=[CH:11][CH:10]=[CH:9][C:6]=1[C:7]#[N:8].C(=O)([O-])[O-:16].[Na+].[Na+].OO. Product: [CH3:14][O:13][CH:3]([O:2][CH3:1])[CH2:4][C:5]1[N:12]=[CH:11][CH:10]=[CH:9][C:6]=1[C:7]([NH2:8])=[O:16]. The catalyst class is: 5. (4) Reactant: C[O:2][C:3]([C:5]1[S:26][C:8]2=[CH:9][N:10]=[CH:11][C:12]([NH:13][C:14]3[CH:19]=[CH:18][C:17]([C:20]4[CH:25]=[CH:24][CH:23]=[CH:22][CH:21]=4)=[CH:16][CH:15]=3)=[C:7]2[CH:6]=1)=O.O.[NH2:28][NH2:29]. Product: [C:17]1([C:20]2[CH:25]=[CH:24][CH:23]=[CH:22][CH:21]=2)[CH:18]=[CH:19][C:14]([NH:13][C:12]2[CH:11]=[N:10][CH:9]=[C:8]3[S:26][C:5]([C:3]([NH:28][NH2:29])=[O:2])=[CH:6][C:7]=23)=[CH:15][CH:16]=1. The catalyst class is: 8. (5) Reactant: C([O:8][C:9]1[CH:18]=[C:17]2[C:12]([C:13]([S:19][C:20]3[S:21][C:22]([N+:25]([O-:27])=[O:26])=[CH:23][N:24]=3)=[CH:14][CH:15]=[N:16]2)=[CH:11][C:10]=1[O:28][CH3:29])C1C=CC=CC=1.C1(SC)C=CC=CC=1. Product: [CH3:29][O:28][C:10]1[CH:11]=[C:12]2[C:17](=[CH:18][C:9]=1[OH:8])[N:16]=[CH:15][CH:14]=[C:13]2[S:19][C:20]1[S:21][C:22]([N+:25]([O-:27])=[O:26])=[CH:23][N:24]=1. The catalyst class is: 55.